This data is from Acute oral toxicity (LD50) regression data from Zhu et al.. The task is: Regression/Classification. Given a drug SMILES string, predict its toxicity properties. Task type varies by dataset: regression for continuous values (e.g., LD50, hERG inhibition percentage) or binary classification for toxic/non-toxic outcomes (e.g., AMES mutagenicity, cardiotoxicity, hepatotoxicity). Dataset: ld50_zhu. (1) The rat oral LD50 is 1.77, given as -log10 of the dose in mol/kg body weight (higher means more acutely toxic). The molecule is CCCCC=CC=CC=CCCCCCCCC(=O)OC. (2) The molecule is CNC1=Nc2ccc(Cl)cc2C(c2ccccc2)=[N+]([O-])C1. The rat oral LD50 is 2.76, given as -log10 of the dose in mol/kg body weight (higher means more acutely toxic). (3) The compound is CC(N)CN. The rat oral LD50 is 1.52, given as -log10 of the dose in mol/kg body weight (higher means more acutely toxic). (4) The compound is CCOP(=O)(OCC)ON=C(C1CC1)C1CC1. The rat oral LD50 is 4.52, given as -log10 of the dose in mol/kg body weight (higher means more acutely toxic).